From a dataset of Forward reaction prediction with 1.9M reactions from USPTO patents (1976-2016). Predict the product of the given reaction. Given the reactants [H-].[Na+].[CH2:3]1[CH2:7][O:6][CH2:5][CH2:4]1.CO[C:10](=[O:13])[O:11][CH3:12].COC1C=[C:18]2[C:22](=[CH:23]C=1)[C:21](=[O:25])[CH2:20][CH2:19]2, predict the reaction product. The product is: [CH3:12][O:11][C:10]([CH:20]1[CH2:19][C:18]2[C:22](=[CH:23][C:7]([O:6][CH3:5])=[CH:3][CH:4]=2)[C:21]1=[O:25])=[O:13].